This data is from Serine/threonine kinase 33 screen with 319,792 compounds. The task is: Binary Classification. Given a drug SMILES string, predict its activity (active/inactive) in a high-throughput screening assay against a specified biological target. (1) The molecule is Clc1c(C(=O)Nc2n(ncc2)C2CCN(CC2)CCC(c2ccccc2)C)cccc1. The result is 0 (inactive). (2) The compound is Clc1c(OCC(=O)NC(=S)N2CCCc3c2cccc3)ccc(Cl)c1. The result is 0 (inactive). (3) The drug is FC(F)(F)c1ccc(NN\C=C2\C=C(OC)C(=O)C=C2)nc1. The result is 1 (active). (4) The drug is O(C1CCN(CC1)Cc1ncccc1)c1ccc(cc1)C(=O)NCCOc1cccnc1. The result is 0 (inactive). (5) The compound is s1c2c(CCC2)c2c1n1c(n(c2=O)c2c(OC)cccc2)nnc1SC. The result is 0 (inactive). (6) The drug is S1C(N2CCCCC2)=NC(=O)C1CC(=O)Nc1cc(ccc1)C(F)(F)F. The result is 0 (inactive).